From a dataset of Reaction yield outcomes from USPTO patents with 853,638 reactions. Predict the reaction yield, written as a fraction of the theoretical maximum amount of product (1.0 means a 100% yield; for example, 0.34 means a 34% yield). No catalyst specified. The yield is 0.890. The product is [CH3:1][O:2][C:3]([NH:5][N:6]=[C:13]([CH3:15])[CH3:12])=[O:4]. The reactants are [CH3:1][O:2][C:3]([NH:5][NH2:6])=[O:4].C(O)(=O)C.O.[CH3:12][C:13]([CH3:15])=O.